From a dataset of Forward reaction prediction with 1.9M reactions from USPTO patents (1976-2016). Predict the product of the given reaction. (1) Given the reactants [OH:1][C:2]1[CH:3]=[C:4]2[C:9](=[CH:10][CH:11]=1)[N:8]=[C:7]([CH2:12][CH:13]([CH3:15])[CH3:14])[C:6]([C:16]#[N:17])=[C:5]2[C:18]1[CH:23]=[CH:22][C:21]([CH3:24])=[CH:20][CH:19]=1.N.CO.[C:28](O[C:28]([O:30][C:31]([CH3:34])([CH3:33])[CH3:32])=[O:29])([O:30][C:31]([CH3:34])([CH3:33])[CH3:32])=[O:29], predict the reaction product. The product is: [OH:1][C:2]1[CH:3]=[C:4]2[C:9](=[CH:10][CH:11]=1)[N:8]=[C:7]([CH2:12][CH:13]([CH3:15])[CH3:14])[C:6]([CH2:16][NH:17][C:28](=[O:29])[O:30][C:31]([CH3:34])([CH3:33])[CH3:32])=[C:5]2[C:18]1[CH:23]=[CH:22][C:21]([CH3:24])=[CH:20][CH:19]=1. (2) Given the reactants [SH:1][CH2:2][CH2:3][CH2:4][CH2:5][CH2:6][C:7]([OH:9])=[O:8].O.[CH3:11][S:12]S(C)(=O)=O.C(OCC)(=O)C, predict the reaction product. The product is: [CH3:11][S:12][S:1][CH2:2][CH2:3][CH2:4][CH2:5][CH2:6][C:7]([OH:9])=[O:8]. (3) Given the reactants Br[C:2]1[N:7]=[N:6][C:5]([NH2:8])=[N:4][C:3]=1[C:9]1[CH:14]=[CH:13][CH:12]=[CH:11][CH:10]=1.[F:15][C:16]1[CH:17]=[C:18](B(O)O)[CH:19]=[CH:20][CH:21]=1, predict the reaction product. The product is: [F:15][C:16]1[CH:21]=[C:20]([C:2]2[N:7]=[N:6][C:5]([NH2:8])=[N:4][C:3]=2[C:9]2[CH:14]=[CH:13][CH:12]=[CH:11][CH:10]=2)[CH:19]=[CH:18][CH:17]=1. (4) Given the reactants [NH:1]1[CH2:7][CH2:6][CH2:5][CH:4]([CH2:8][OH:9])[CH2:3][CH2:2]1.C(=O)([O-])[O-].[K+].[K+].Br[CH2:17][C:18]1[CH:23]=[CH:22][C:21]([C:24]([F:27])([F:26])[F:25])=[CH:20][C:19]=1[C:28]([F:31])([F:30])[F:29].O, predict the reaction product. The product is: [F:29][C:28]([F:30])([F:31])[C:19]1[CH:20]=[C:21]([C:24]([F:27])([F:25])[F:26])[CH:22]=[CH:23][C:18]=1[CH2:17][N:1]1[CH2:7][CH2:6][CH2:5][CH:4]([CH2:8][OH:9])[CH2:3][CH2:2]1.